From a dataset of Full USPTO retrosynthesis dataset with 1.9M reactions from patents (1976-2016). Predict the reactants needed to synthesize the given product. (1) Given the product [Cl:1][C:2]1[CH:3]=[CH:4][C:5]([CH:8]([C:29]2[CH:38]=[CH:37][C:36]3[C:31](=[CH:32][CH:33]=[C:34]([OH:39])[CH:35]=3)[CH:30]=2)[C@@H:9]([C:13]2[CH:28]=[CH:27][C:16]([C:17]([NH:19][CH2:20][CH2:21][C:22]([O:24][CH2:25][CH3:26])=[O:23])=[O:18])=[CH:15][CH:14]=2)[CH2:10][CH2:11][CH3:12])=[CH:6][CH:7]=1, predict the reactants needed to synthesize it. The reactants are: [Cl:1][C:2]1[CH:7]=[CH:6][C:5]([CH:8]([C:29]2[CH:38]=[CH:37][C:36]3[C:31](=[CH:32][CH:33]=[C:34]([O:39]C)[CH:35]=3)[CH:30]=2)[C@@H:9]([C:13]2[CH:28]=[CH:27][C:16]([C:17]([NH:19][CH2:20][CH2:21][C:22]([O:24][CH2:25][CH3:26])=[O:23])=[O:18])=[CH:15][CH:14]=2)[CH2:10][CH2:11][CH3:12])=[CH:4][CH:3]=1.B(Br)(Br)Br. (2) Given the product [C:31]1([S:37]([C:40]2[N:41]([CH3:47])[C:42]([C:45]3[N:3]=[N:2][N:1]([C:4]4[CH:5]=[C:6]([CH:27]=[CH:28][C:29]=4[CH3:30])[C:7]([NH:9][C:10]4[CH:15]=[C:14]([C:16]([CH3:18])([CH3:19])[CH3:17])[CH:13]=[C:12]([NH:20][S:21]([CH3:24])(=[O:22])=[O:23])[C:11]=4[O:25][CH3:26])=[O:8])[CH:46]=3)=[CH:43][N:44]=2)(=[O:38])=[O:39])[CH:32]=[CH:33][CH:34]=[CH:35][CH:36]=1, predict the reactants needed to synthesize it. The reactants are: [N:1]([C:4]1[CH:5]=[C:6]([CH:27]=[CH:28][C:29]=1[CH3:30])[C:7]([NH:9][C:10]1[CH:15]=[C:14]([C:16]([CH3:19])([CH3:18])[CH3:17])[CH:13]=[C:12]([NH:20][S:21]([CH3:24])(=[O:23])=[O:22])[C:11]=1[O:25][CH3:26])=[O:8])=[N+:2]=[N-:3].[C:31]1([S:37]([C:40]2[N:41]([CH3:47])[C:42]([C:45]#[CH:46])=[CH:43][N:44]=2)(=[O:39])=[O:38])[CH:36]=[CH:35][CH:34]=[CH:33][CH:32]=1. (3) Given the product [CH:2]([CH:3]1[CH2:7][N:6]([C:8]2[C:12]([NH:13][C:14](=[O:20])[O:15][C:16]([CH3:18])([CH3:19])[CH3:17])=[CH:11][N:10]([CH3:21])[N:9]=2)[C:5](=[O:22])[C:4]1([CH3:24])[CH3:23])=[O:1], predict the reactants needed to synthesize it. The reactants are: [OH:1][CH2:2][CH:3]1[CH2:7][N:6]([C:8]2[C:12]([NH:13][C:14](=[O:20])[O:15][C:16]([CH3:19])([CH3:18])[CH3:17])=[CH:11][N:10]([CH3:21])[N:9]=2)[C:5](=[O:22])[C:4]1([CH3:24])[CH3:23].CC(OI1(OC(C)=O)(OC(C)=O)OC(=O)C2C=CC=CC1=2)=O. (4) Given the product [C:1]1([S:7]([N:10]2[C:14]3=[N:15][CH:16]=[C:17]([CH2:19][CH:20]([O:21][C:22]([O:23][CH3:24])([CH3:25])[CH3:26])[CH3:35])[CH:18]=[C:13]3[CH:12]=[C:11]2[C:27]([O:34][S:51]([C:48]2[CH:49]=[CH:50][C:45]([CH3:65])=[CH:46][CH:47]=2)(=[O:52])=[O:53])=[CH:28][CH:29]2[CH2:30][CH2:31][CH2:32][CH2:33]2)(=[O:9])=[O:8])[CH:6]=[CH:5][CH:4]=[CH:3][CH:2]=1, predict the reactants needed to synthesize it. The reactants are: [C:1]1([S:7]([N:10]2[C:14]3=[N:15][CH:16]=[C:17]([CH2:19][CH:20]4[CH2:24][O:23][C:22]([CH3:26])([CH3:25])[O:21]4)[CH:18]=[C:13]3[CH:12]=[C:11]2[C:27](=[O:34])[CH2:28][CH:29]2[CH2:33][CH2:32][CH2:31][CH2:30]2)(=[O:9])=[O:8])[CH:6]=[CH:5][CH:4]=[CH:3][CH:2]=1.[CH3:35][Si]([N-][Si](C)(C)C)(C)C.[Li+].[C:45]1([CH3:65])[CH:50]=[CH:49][C:48]([S:51](O[S:51]([C:48]2[CH:49]=[CH:50][C:45]([CH3:65])=[CH:46][CH:47]=2)(=[O:53])=[O:52])(=[O:53])=[O:52])=[CH:47][CH:46]=1. (5) Given the product [CH3:21][C:22]1[N:8]([C:9]2[CH:14]=[CH:13][CH:12]=[C:11]([C:15]([F:18])([F:17])[F:16])[CH:10]=2)[C:2](=[O:1])[C:3]([C:4]([OH:6])=[O:5])=[CH:24][CH:23]=1, predict the reactants needed to synthesize it. The reactants are: [O:1]=[C:2]([NH:8][C:9]1[CH:14]=[CH:13][CH:12]=[C:11]([C:15]([F:18])([F:17])[F:16])[CH:10]=1)[CH2:3][C:4]([O:6]C)=[O:5].CO[CH:21](OC)[CH2:22][C:23](=O)[CH3:24].C[O-].[Na+].[OH-].[Na+].Cl. (6) Given the product [CH3:12][O:13][C:14](=[O:27])[C@@H:15]([NH:16][C:4]([C:3]1[C:2]([Cl:1])=[N:10][CH:9]=[CH:8][CH:7]=1)=[O:5])[CH2:17][C:18]1[C:26]2[C:21](=[CH:22][CH:23]=[CH:24][CH:25]=2)[NH:20][CH:19]=1, predict the reactants needed to synthesize it. The reactants are: [Cl:1][C:2]1[N:10]=[CH:9][CH:8]=[CH:7][C:3]=1[C:4](Cl)=[O:5].Cl.[CH3:12][O:13][C:14](=[O:27])[C@H:15]([CH2:17][C:18]1[C:26]2[C:21](=[CH:22][CH:23]=[CH:24][CH:25]=2)[NH:20][CH:19]=1)[NH2:16].C([O-])(O)=O.[Na+].O. (7) Given the product [OH:12][CH:10]1[C:9]2[C:4](=[CH:5][CH:6]=[CH:7][CH:8]=2)[N:3]([C:13](=[O:15])[CH3:14])[CH:2]([CH3:1])[CH2:11]1, predict the reactants needed to synthesize it. The reactants are: [CH3:1][CH:2]1[CH2:11][CH:10]([OH:12])[C:9]2[C:4](=[CH:5][CH:6]=[CH:7][CH:8]=2)[NH:3]1.[C:13](OC(=O)C)(=[O:15])[CH3:14].